Dataset: NCI-60 drug combinations with 297,098 pairs across 59 cell lines. Task: Regression. Given two drug SMILES strings and cell line genomic features, predict the synergy score measuring deviation from expected non-interaction effect. Drug 1: CCC1(CC2CC(C3=C(CCN(C2)C1)C4=CC=CC=C4N3)(C5=C(C=C6C(=C5)C78CCN9C7C(C=CC9)(C(C(C8N6C)(C(=O)OC)O)OC(=O)C)CC)OC)C(=O)OC)O.OS(=O)(=O)O. Drug 2: CN(CCCl)CCCl.Cl. Cell line: SF-268. Synergy scores: CSS=14.3, Synergy_ZIP=-4.10, Synergy_Bliss=-2.31, Synergy_Loewe=-0.00592, Synergy_HSA=-1.44.